From a dataset of Reaction yield outcomes from USPTO patents with 853,638 reactions. Predict the reaction yield, written as a fraction of the theoretical maximum amount of product (1.0 means a 100% yield; for example, 0.34 means a 34% yield). (1) The reactants are [N:1]1[CH:6]=[CH:5][N:4]=[CH:3][C:2]=1[NH:7][C:8]([NH:10][C:11]1[C:20]2[C:15](=[CH:16][CH:17]=[C:18]([C:21]([F:24])([F:23])[F:22])[CH:19]=2)[N:14]=[CH:13][CH:12]=1)=[O:9].[H-].[Na+].[CH3:27]I. The catalyst is CN(C)C=O. The product is [CH3:27][N:7]([C:2]1[CH:3]=[N:4][CH:5]=[CH:6][N:1]=1)[C:8]([NH:10][C:11]1[C:20]2[C:15](=[CH:16][CH:17]=[C:18]([C:21]([F:24])([F:22])[F:23])[CH:19]=2)[N:14]=[CH:13][CH:12]=1)=[O:9]. The yield is 0.212. (2) The reactants are Cl.[C:2]([C:6]1[CH:11]=[CH:10][C:9]([S:12]([NH:15][C:16]2[CH:21]=[CH:20][C:19]([Cl:22])=[CH:18][C:17]=2[C:23]2[N:27]([C@H:28]3[CH2:32][CH2:31][NH:30][CH2:29]3)[CH:26]=[N:25][N:24]=2)(=[O:14])=[O:13])=[CH:8][CH:7]=1)([CH3:5])([CH3:4])[CH3:3].N1C=CC=CC=1.[CH3:39][S:40](Cl)(=[O:42])=[O:41]. The catalyst is C1COCC1. The product is [C:2]([C:6]1[CH:11]=[CH:10][C:9]([S:12]([NH:15][C:16]2[CH:21]=[CH:20][C:19]([Cl:22])=[CH:18][C:17]=2[C:23]2[N:27]([C@H:28]3[CH2:32][CH2:31][N:30]([S:40]([CH3:39])(=[O:42])=[O:41])[CH2:29]3)[CH:26]=[N:25][N:24]=2)(=[O:13])=[O:14])=[CH:8][CH:7]=1)([CH3:5])([CH3:3])[CH3:4]. The yield is 0.675. (3) The reactants are [C:1]([C:3]1[C:8]2[S:9][CH:10]=[CH:11][C:7]=2[C:6]([NH:12][C@H:13]([C@@H:17]([OH:19])[CH3:18])[C:14]([OH:16])=O)=[CH:5][CH:4]=1)#[N:2].[C:20]([C:22]1[CH:31]=[CH:30][C:25]([C:26]([NH:28][NH2:29])=[O:27])=[CH:24][CH:23]=1)#[N:21].C1C=CC2N(O)N=NC=2C=1.C(Cl)CCl.CCN(CC)CC. The catalyst is C1COCC1. The product is [C:20]([C:22]1[CH:23]=[CH:24][C:25]([C:26]([NH:28][NH:29][C:14](=[O:16])[C@H:13]([NH:12][C:6]2[C:7]3[CH:11]=[CH:10][S:9][C:8]=3[C:3]([C:1]#[N:2])=[CH:4][CH:5]=2)[C@@H:17]([OH:19])[CH3:18])=[O:27])=[CH:30][CH:31]=1)#[N:21]. The yield is 0.680. (4) The reactants are Cl[C:2]1[C:3](Cl)=[N:4][CH:5]=[C:6]([CH:10]=1)[C:7]([NH2:9])=[O:8].C(O[C:17](=[O:24])[NH:18][C@H:19]1[CH2:23][CH2:22][NH:21][CH2:20]1)(C)(C)C.[O:25]([C:32]1[CH:37]=[CH:36][C:35](B(O)O)=[CH:34][CH:33]=1)[C:26]1[CH:31]=[CH:30][CH:29]=[CH:28][CH:27]=1.[C:41](O)(=O)[CH:42]=C. No catalyst specified. The product is [C:17]([NH:18][C@H:19]1[CH2:23][CH2:22][N:21]([C:3]2[C:2]([C:29]3[CH:30]=[CH:31][C:26]([O:25][C:32]4[CH:37]=[CH:36][CH:35]=[CH:34][CH:33]=4)=[CH:27][CH:28]=3)=[CH:10][C:6]([C:7]([NH2:9])=[O:8])=[CH:5][N:4]=2)[CH2:20]1)(=[O:24])[CH:41]=[CH2:42]. The yield is 0.340. (5) The reactants are C1C=CC(P(C2C(C3C(P(C4C=CC=CC=4)C4C=CC=CC=4)=CC=C4C=3C=CC=C4)=C3C(C=CC=C3)=CC=2)C2C=CC=CC=2)=CC=1.C(=O)([O-])[O-].[Cs+].[Cs+].[CH2:53]([O:55][C:56]([C:58]1[C:59](OS(C(F)(F)F)(=O)=O)=[CH:60][C:61](=[O:72])[N:62]2[C:66]=1[CH:65]1[O:67][C:68]([CH3:71])([CH3:70])[O:69][CH:64]1[CH2:63]2)=[O:57])[CH3:54].[F:81][C:82]1[CH:88]=[C:87]([Br:89])[CH:86]=[CH:85][C:83]=1[NH2:84]. The yield is 0.515. The catalyst is C1(C)C=CC=CC=1.C([O-])(=O)C.[Pd+2].C([O-])(=O)C. The product is [CH2:53]([O:55][C:56]([C:58]1[C:59]([NH:84][C:83]2[CH:85]=[CH:86][C:87]([Br:89])=[CH:88][C:82]=2[F:81])=[CH:60][C:61](=[O:72])[N:62]2[C:63]=1[CH:64]1[O:69][C:68]([CH3:70])([CH3:71])[O:67][CH:65]1[CH2:66]2)=[O:57])[CH3:54].